From a dataset of Full USPTO retrosynthesis dataset with 1.9M reactions from patents (1976-2016). Predict the reactants needed to synthesize the given product. (1) Given the product [CH2:1]([O:8][C:9]([NH:11][CH:12]1[N:18]=[C:17]([CH2:20][O:30][C:27](=[O:29])[CH3:28])[C:16]2[CH:21]=[CH:22][CH:23]=[C:24]([CH3:25])[C:15]=2[NH:14][C:13]1=[O:26])=[O:10])[C:2]1[CH:7]=[CH:6][CH:5]=[CH:4][CH:3]=1, predict the reactants needed to synthesize it. The reactants are: [CH2:1]([O:8][C:9]([NH:11][CH:12]1[N+:18]([O-])=[C:17]([CH3:20])[C:16]2[CH:21]=[CH:22][CH:23]=[C:24]([CH3:25])[C:15]=2[NH:14][C:13]1=[O:26])=[O:10])[C:2]1[CH:7]=[CH:6][CH:5]=[CH:4][CH:3]=1.[C:27]([O:30]C(=O)C)(=[O:29])[CH3:28]. (2) Given the product [C:1]1([C:7]2[CH:8]=[N:9][C:10]3[C:15]([C:16]=2[C:26]2[CH:31]=[CH:30][CH:29]=[CH:28][CH:27]=2)=[CH:14][CH:13]=[CH:12][C:11]=3[C:18]([F:21])([F:20])[F:19])[CH:6]=[CH:5][CH:4]=[CH:3][CH:2]=1, predict the reactants needed to synthesize it. The reactants are: [C:1]1([C:7]2[CH:8]=[N:9][C:10]3[C:15]([C:16]=2O)=[CH:14][CH:13]=[CH:12][C:11]=3[C:18]([F:21])([F:20])[F:19])[CH:6]=[CH:5][CH:4]=[CH:3][CH:2]=1.BrC1C=N[C:26]2[C:31](C=1O)=[CH:30][CH:29]=[CH:28][C:27]=2C(F)(F)F.C1(B(O)O)C=CC=CC=1.C([O-])(O)=O.[Na+]. (3) Given the product [CH3:26][O:25][C:23]1[CH:24]=[C:19]([NH:18][C:15]2[O:16][C:17]3[C:9]([C:6]4[CH:7]=[CH:8][C:3]([CH2:2][NH:1][S:32]([CH3:31])(=[O:34])=[O:33])=[CH:4][CH:5]=4)=[CH:10][CH:11]=[CH:12][C:13]=3[N:14]=2)[CH:20]=[C:21]([O:29][CH3:30])[C:22]=1[O:27][CH3:28], predict the reactants needed to synthesize it. The reactants are: [NH2:1][CH2:2][C:3]1[CH:8]=[CH:7][C:6]([C:9]2[C:17]3[O:16][C:15]([NH:18][C:19]4[CH:24]=[C:23]([O:25][CH3:26])[C:22]([O:27][CH3:28])=[C:21]([O:29][CH3:30])[CH:20]=4)=[N:14][C:13]=3[CH:12]=[CH:11][CH:10]=2)=[CH:5][CH:4]=1.[CH3:31][S:32](Cl)(=[O:34])=[O:33]. (4) The reactants are: [CH3:1][NH:2][C:3](=[O:15])[C:4]1[CH:9]=[CH:8][C:7]([N+:10]([O-])=O)=[C:6]([NH:13][CH3:14])[CH:5]=1. Given the product [NH2:10][C:7]1[CH:8]=[CH:9][C:4]([C:3]([NH:2][CH3:1])=[O:15])=[CH:5][C:6]=1[NH:13][CH3:14], predict the reactants needed to synthesize it.